From a dataset of Full USPTO retrosynthesis dataset with 1.9M reactions from patents (1976-2016). Predict the reactants needed to synthesize the given product. (1) Given the product [CH3:21][S:22]([N:4]1[CH2:5][CH2:6][N:1]([C:7]([O:9][C:10]([CH3:13])([CH3:12])[CH3:11])=[O:8])[CH2:2][CH2:3]1)(=[O:24])=[O:23], predict the reactants needed to synthesize it. The reactants are: [N:1]1([C:7]([O:9][C:10]([CH3:13])([CH3:12])[CH3:11])=[O:8])[CH2:6][CH2:5][NH:4][CH2:3][CH2:2]1.CCN(CC)CC.[CH3:21][S:22](Cl)(=[O:24])=[O:23].CC(=O)OCC. (2) Given the product [C:1]([O:5][C:6](=[O:33])[C:7]1[CH:12]=[CH:11][C:10]([O:13][C:14]2[CH:19]=[CH:18][C:17]([NH:20][C:21]3[C:22]4[CH:30]=[C:29]([N:34]5[CH2:39][CH2:38][O:37][CH2:36][CH2:35]5)[N:28]=[CH:27][C:23]=4[N:24]=[CH:25][N:26]=3)=[CH:16][C:15]=2[CH3:32])=[CH:9][CH:8]=1)([CH3:4])([CH3:3])[CH3:2], predict the reactants needed to synthesize it. The reactants are: [C:1]([O:5][C:6](=[O:33])[C:7]1[CH:12]=[CH:11][C:10]([O:13][C:14]2[CH:19]=[CH:18][C:17]([NH:20][C:21]3[C:22]4[CH:30]=[C:29](F)[N:28]=[CH:27][C:23]=4[N:24]=[CH:25][N:26]=3)=[CH:16][C:15]=2[CH3:32])=[CH:9][CH:8]=1)([CH3:4])([CH3:3])[CH3:2].[NH:34]1[CH2:39][CH2:38][O:37][CH2:36][CH2:35]1.CC1C=C(NC2C3C=C(N4CCOCC4)N=CC=3N=CN=2)C=CC=1OC1CCNCC1. (3) Given the product [NH2:25][C:26]1[N:27]=[CH:28][N:29]=[C:6]([NH:8][C@H:9]([C:11]2[C:20]([C:21]([OH:23])=[O:22])=[CH:19][C:18]3[C:13](=[C:14]([Cl:24])[CH:15]=[CH:16][CH:17]=3)[N:12]=2)[CH3:10])[C:31]=1[C:32]#[N:33], predict the reactants needed to synthesize it. The reactants are: C(O[C:6]([NH:8][C@H:9]([C:11]1[C:20]([C:21]([OH:23])=[O:22])=[CH:19][C:18]2[C:13](=[C:14]([Cl:24])[CH:15]=[CH:16][CH:17]=2)[N:12]=1)[CH3:10])=O)(C)(C)C.[NH2:25][C:26]1[C:31]([C:32]#[N:33])=C(Cl)[N:29]=[CH:28][N:27]=1. (4) Given the product [ClH:17].[CH:27]1([C:25]2[C:24](=[O:30])[NH:23][C:22](=[O:31])[N:21]([CH2:20][CH2:19][CH2:18][N:11]3[CH2:12][C@H:13]4[C@:9]([C:6]5[CH:5]=[CH:4][C:3]([C:2]([F:1])([F:15])[F:16])=[CH:8][CH:7]=5)([CH2:14]4)[CH2:10]3)[CH:26]=2)[CH2:28][CH2:29]1, predict the reactants needed to synthesize it. The reactants are: [F:1][C:2]([F:16])([F:15])[C:3]1[CH:8]=[CH:7][C:6]([C@:9]23[CH2:14][C@H:13]2[CH2:12][NH:11][CH2:10]3)=[CH:5][CH:4]=1.[Cl:17][CH2:18][CH2:19][CH2:20][N:21]1[CH:26]=[C:25]([CH:27]2[CH2:29][CH2:28]2)[C:24](=[O:30])[NH:23][C:22]1=[O:31].O. (5) The reactants are: Cl.[NH2:2][CH:3]([CH2:23][C:24]1[CH:29]=[C:28]([F:30])[CH:27]=[C:26]([F:31])[CH:25]=1)[CH:4]([OH:22])[CH2:5][NH:6][CH:7]1[C:16]2[C:11](=[CH:12][CH:13]=[C:14]([CH2:17][C:18]([CH3:21])([CH3:20])[CH3:19])[CH:15]=2)[CH2:10][CH2:9][CH2:8]1.C(N(CC)C(C)C)(C)C.[F:41][CH2:42][C:43]([O-])=[O:44].[Na+].CN(C(ON1N=NC2C=CC=CC1=2)=[N+](C)C)C.F[P-](F)(F)(F)(F)F. Given the product [F:31][C:26]1[CH:25]=[C:24]([CH:29]=[C:28]([F:30])[CH:27]=1)[CH2:23][CH:3]([NH:2][C:43](=[O:44])[CH2:42][F:41])[CH:4]([OH:22])[CH2:5][NH:6][CH:7]1[C:16]2[C:11](=[CH:12][CH:13]=[C:14]([CH2:17][C:18]([CH3:20])([CH3:21])[CH3:19])[CH:15]=2)[CH2:10][CH2:9][CH2:8]1, predict the reactants needed to synthesize it. (6) Given the product [Cl:8][C:6]1[CH:5]=[C:4]([C:9]2[CH:14]=[CH:13][C:12]([O:15][CH:16]([CH3:18])[CH3:17])=[CH:11][CH:10]=2)[N:3]=[C:2]([C:24]2[CH:29]=[N:28][CH:27]=[CH:26][N:25]=2)[CH:7]=1, predict the reactants needed to synthesize it. The reactants are: Cl[C:2]1[CH:7]=[C:6]([Cl:8])[CH:5]=[C:4]([C:9]2[CH:14]=[CH:13][C:12]([O:15][CH:16]([CH3:18])[CH3:17])=[CH:11][CH:10]=2)[N:3]=1.C([Sn](CCCC)(CCCC)[C:24]1[CH:29]=[N:28][CH:27]=[CH:26][N:25]=1)CCC.[F-].[Cs+]. (7) The reactants are: [CH2:1]([O:8][C:9]([NH:11][C@@H:12]([C:14]([OH:16])=[O:15])[CH3:13])=[O:10])[C:2]1[CH:7]=[CH:6][CH:5]=[CH:4][CH:3]=1.[CH2:17]=O. Given the product [CH2:1]([O:8][C:9]([N:11]1[C@H:12]([CH3:13])[C:14](=[O:16])[O:15][CH2:17]1)=[O:10])[C:2]1[CH:3]=[CH:4][CH:5]=[CH:6][CH:7]=1, predict the reactants needed to synthesize it. (8) Given the product [Cl:26][C:25]1[CH:24]=[N:23][CH:22]=[C:21]([Cl:27])[C:20]=1[S:19][C:13]1[S:12][C:11]([C:9]([NH:8][C:5]2[CH:4]=[CH:3][C:2]([NH:1][C:38]([NH2:39])=[NH:29])=[CH:7][CH:6]=2)=[O:10])=[CH:15][C:14]=1[N+:16]([O-:18])=[O:17], predict the reactants needed to synthesize it. The reactants are: [NH2:1][C:2]1[CH:7]=[CH:6][C:5]([NH:8][C:9]([C:11]2[S:12][C:13]([S:19][C:20]3[C:25]([Cl:26])=[CH:24][N:23]=[CH:22][C:21]=3[Cl:27])=[C:14]([N+:16]([O-:18])=[O:17])[CH:15]=2)=[O:10])=[CH:4][CH:3]=1.Cl.[N:29]1([C:38](=N)[NH2:39])C2C=CC=CC=2N=N1.C(N(CC)CC)C. (9) Given the product [CH3:8][C:4]1[CH:5]=[CH:6][CH:7]=[C:2]([CH3:1])[C:3]=1[C:9]1[CH:14]=[CH:13][CH:12]=[C:11]([CH:15]2[O:24][C:23]3[C:18](=[N:19][C:20]([CH2:25][CH2:26][C:27]([OH:29])=[O:28])=[CH:21][CH:22]=3)[CH2:17][CH2:16]2)[CH:10]=1, predict the reactants needed to synthesize it. The reactants are: [CH3:1][C:2]1[CH:7]=[CH:6][CH:5]=[C:4]([CH3:8])[C:3]=1[C:9]1[CH:14]=[CH:13][CH:12]=[C:11]([CH:15]2[O:24][C:23]3[C:18](=[N:19][C:20]([CH2:25][CH2:26][C:27]([O:29]CC)=[O:28])=[CH:21][CH:22]=3)[CH2:17][CH2:16]2)[CH:10]=1.[Li+].[OH-].Cl.